This data is from Reaction yield outcomes from USPTO patents with 853,638 reactions. The task is: Predict the reaction yield, written as a fraction of the theoretical maximum amount of product (1.0 means a 100% yield; for example, 0.34 means a 34% yield). (1) The reactants are [C:1]1([O:7][C:8](=[O:27])[NH:9][C:10]2[S:14][N:13]=[C:12]([S:15]CC3C=CC(OC)=CC=3)[C:11]=2[C:25]#[N:26])[CH:6]=[CH:5][CH:4]=[CH:3][CH:2]=1.FC(F)(F)C(O)=O.C1(OC)C=CC=CC=1. No catalyst specified. The product is [C:1]1([O:7][C:8](=[O:27])[NH:9][C:10]2[S:14][N:13]=[C:12]([SH:15])[C:11]=2[C:25]#[N:26])[CH:2]=[CH:3][CH:4]=[CH:5][CH:6]=1. The yield is 1.00. (2) The catalyst is C(Cl)Cl. The yield is 0.840. The reactants are [C:1]1([C:7](=[N:17][O:18][CH2:19][CH2:20][NH:21]C(=O)OC(C)(C)C)[C:8]2[C:16]3[C:11](=[CH:12][N:13]=[CH:14][CH:15]=3)[NH:10][CH:9]=2)[CH:6]=[CH:5][CH:4]=[CH:3][CH:2]=1.FC(F)(F)C(O)=O. The product is [NH2:21][CH2:20][CH2:19][O:18][N:17]=[C:7]([C:1]1[CH:6]=[CH:5][CH:4]=[CH:3][CH:2]=1)[C:8]1[C:16]2[C:11](=[CH:12][N:13]=[CH:14][CH:15]=2)[NH:10][CH:9]=1. (3) The reactants are FC(F)(F)C(O)=O.[CH3:8][NH:9][C@@H:10]([CH:19]([CH3:21])[CH3:20])/[CH:11]=[C:12](\[CH3:18])/[C:13]([O:15][CH2:16][CH3:17])=[O:14].[C:22]([O:26][C:27]([NH:29][C@H:30]([C:38]([OH:40])=O)[CH2:31][C:32]1[CH:37]=[CH:36][CH:35]=[CH:34][CH:33]=1)=[O:28])([CH3:25])([CH3:24])[CH3:23].F[P-](F)(F)(F)(F)F.N1(O[P+](N(C)C)(N(C)C)N(C)C)C2C=CC=CC=2N=N1.C(N(CC)CC)C. The catalyst is C(Cl)Cl. The product is [C:22]([O:26][C:27]([NH:29][C@@H:30]([CH2:31][C:32]1[CH:33]=[CH:34][CH:35]=[CH:36][CH:37]=1)[C:38]([N:9]([CH3:8])[C@@H:10]([CH:19]([CH3:21])[CH3:20])/[CH:11]=[C:12](\[CH3:18])/[C:13]([O:15][CH2:16][CH3:17])=[O:14])=[O:40])=[O:28])([CH3:23])([CH3:24])[CH3:25]. The yield is 0.770. (4) The reactants are [F:1][C:2]1[CH:7]=[CH:6][C:5]([NH:8][CH2:9][CH2:10][C:11]#N)=[C:4]([N+:13]([O-:15])=[O:14])[CH:3]=1.[OH-:16].[Na+].C[OH:19]. No catalyst specified. The product is [F:1][C:2]1[CH:7]=[CH:6][C:5]([NH:8][CH2:9][CH2:10][C:11]([OH:19])=[O:16])=[C:4]([N+:13]([O-:15])=[O:14])[CH:3]=1. The yield is 0.790.